Dataset: Reaction yield outcomes from USPTO patents with 853,638 reactions. Task: Predict the reaction yield, written as a fraction of the theoretical maximum amount of product (1.0 means a 100% yield; for example, 0.34 means a 34% yield). (1) The reactants are [F:1][C:2]1[CH:3]=[C:4]([CH:10]=[CH:11][C:12]=1[CH3:13])[C:5]([O:7][CH2:8][CH3:9])=[O:6].[Br:14]N1C(=O)CCC1=O.[C:22]1([P:28]([C:35]2[CH:40]=[CH:39][CH:38]=[CH:37][CH:36]=2)[C:29]2[CH:34]=[CH:33][CH:32]=[CH:31][CH:30]=2)[CH:27]=[CH:26][CH:25]=[CH:24][CH:23]=1. The catalyst is C(Cl)(Cl)(Cl)Cl.N(C(C)(C)C#N)=NC(C)(C)C#N. The product is [Br-:14].[CH2:8]([O:7][C:5]([C:4]1[CH:10]=[CH:11][C:12]([CH2:13][P+:28]([C:29]2[CH:30]=[CH:31][CH:32]=[CH:33][CH:34]=2)([C:35]2[CH:40]=[CH:39][CH:38]=[CH:37][CH:36]=2)[C:22]2[CH:23]=[CH:24][CH:25]=[CH:26][CH:27]=2)=[C:2]([F:1])[CH:3]=1)=[O:6])[CH3:9]. The yield is 0.670. (2) The reactants are [F:1][C:2]1[CH:7]=[CH:6][C:5]([F:8])=[CH:4][C:3]=1[C@H:9]1[CH2:13][CH2:12][CH2:11][N:10]1[C:14]1[CH:19]=[CH:18][N:17]2[N:20]=[CH:21][C:22]([NH2:23])=[C:16]2[N:15]=1.C1N=CN([C:29]([N:31]2[CH:35]=N[CH:33]=[CH:32]2)=[O:30])C=1.N1CC[C@H:38]([OH:41])C1. The catalyst is C(Cl)Cl. The product is [F:1][C:2]1[CH:7]=[CH:6][C:5]([F:8])=[CH:4][C:3]=1[C@H:9]1[CH2:13][CH2:12][CH2:11][N:10]1[C:14]1[CH:19]=[CH:18][N:17]2[N:20]=[CH:21][C:22]([NH:23][C:29]([N:31]3[CH2:32][CH2:33][C@H:38]([OH:41])[CH2:35]3)=[O:30])=[C:16]2[N:15]=1. The yield is 0.740. (3) The reactants are [CH2:1]([C:8]1([C:13]([OH:15])=O)[CH2:12][CH2:11][CH2:10][CH2:9]1)[C:2]1[CH:7]=[CH:6][CH:5]=[CH:4][CH:3]=1.[CH3:16][O:17][C:18](=[O:31])[C@H:19]([CH2:21][C:22]1[CH:27]=[CH:26][C:25]([N+:28]([O-:30])=[O:29])=[CH:24][CH:23]=1)[NH2:20].CN(C(ON1N=NC2C=CC=CC1=2)=[N+](C)C)C.F[P-](F)(F)(F)(F)F.C(N(C(C)C)CC)(C)C. The catalyst is CN(C=O)C. The product is [CH3:16][O:17][C:18](=[O:31])[C@H:19]([CH2:21][C:22]1[CH:27]=[CH:26][C:25]([N+:28]([O-:30])=[O:29])=[CH:24][CH:23]=1)[NH:20][C:13]([C:8]1([CH2:1][C:2]2[CH:3]=[CH:4][CH:5]=[CH:6][CH:7]=2)[CH2:9][CH2:10][CH2:11][CH2:12]1)=[O:15]. The yield is 0.710. (4) The reactants are [C:1]([O:5][C:6]([NH:8][C:9]1[S:10][C:11]([CH:19]=[O:20])=[C:12]([C:14]2[O:15][CH:16]=[CH:17][CH:18]=2)[N:13]=1)=[O:7])([CH3:4])([CH3:3])[CH3:2].[CH2:21]([Li])[CH2:22][CH2:23][CH3:24].CCCCCC.[Cl-].[NH4+]. The catalyst is C1COCC1. The product is [O:15]1[CH:16]=[CH:17][CH:18]=[C:14]1[C:12]1[N:13]=[C:9]([NH:8][C:6](=[O:7])[O:5][C:1]([CH3:4])([CH3:2])[CH3:3])[S:10][C:11]=1[CH:19]([OH:20])[CH2:21][CH2:22][CH2:23][CH3:24]. The yield is 0.630. (5) The reactants are C([N:8]1[CH2:12][C@@H:11]([O:13][Si:14]([C:17]([CH3:20])([CH3:19])[CH3:18])([CH3:16])[CH3:15])[C@H:10]([O:21][Si:22]([C:25]([CH3:28])([CH3:27])[CH3:26])([CH3:24])[CH3:23])[CH2:9]1)C1C=CC=CC=1. The catalyst is CO.[OH-].[OH-].[Pd+2]. The product is [Si:14]([O:13][C@H:11]1[C@H:10]([O:21][Si:22]([C:25]([CH3:28])([CH3:27])[CH3:26])([CH3:23])[CH3:24])[CH2:9][NH:8][CH2:12]1)([C:17]([CH3:20])([CH3:19])[CH3:18])([CH3:16])[CH3:15]. The yield is 0.910. (6) The reactants are [CH3:1][C:2]1[CH:3]=[C:4]([CH2:9][CH:10]([NH:17]S(C(C)(C)C)=O)[C:11]2[CH:12]=[N:13][N:14]([CH3:16])[CH:15]=2)[CH:5]=[C:6]([CH3:8])[CH:7]=1.Cl. The catalyst is CO.O1CCOCC1. The product is [CH3:1][C:2]1[CH:3]=[C:4]([CH2:9][CH:10]([NH2:17])[C:11]2[CH:12]=[N:13][N:14]([CH3:16])[CH:15]=2)[CH:5]=[C:6]([CH3:8])[CH:7]=1. The yield is 0.770. (7) The reactants are [N+:1]([C:4]1[CH:5]=[C:6]2[C:10](=[CH:11][CH:12]=1)[N:9](CCC#N)[C:8](=[O:17])[C:7]12[O:22][CH2:21][CH2:20][CH2:19][O:18]1)([O-:3])=[O:2].N.C1COCC1. The catalyst is [Ni].CCO. The product is [N+:1]([C:4]1[CH:5]=[C:6]2[C:10](=[CH:11][CH:12]=1)[NH:9][C:8](=[O:17])[C:7]12[O:22][CH2:21][CH2:20][CH2:19][O:18]1)([O-:3])=[O:2]. The yield is 0.730. (8) The reactants are [NH2:1][N:2]1[C:11](=[NH:12])[C:10]2[C:5](=[CH:6][CH:7]=[C:8]([C:13]([F:16])([F:15])[F:14])[CH:9]=2)[NH:4][C:3]1=[O:17].[F:18][C:19]([F:30])([F:29])[C:20](O[C:20](=O)[C:19]([F:30])([F:29])[F:18])=O. No catalyst specified. The product is [F:18][C:19]([F:30])([F:29])[C:20]1[N:12]=[C:11]2[N:2]([C:3](=[O:17])[NH:4][C:5]3[CH:6]=[CH:7][C:8]([C:13]([F:14])([F:16])[F:15])=[CH:9][C:10]=32)[N:1]=1. The yield is 0.910. (9) The reactants are [NH2:1][C:2]1[S:6][C:5]([C:7]([O:9][C:10]([CH3:13])([CH3:12])[CH3:11])=[O:8])=[C:4]([CH3:14])[C:3]=1[C:15]#[N:16].[C:17]([N:25]=[C:26]=[O:27])(=[O:24])[C:18]1[CH:23]=[CH:22][CH:21]=[CH:20][CH:19]=1. The catalyst is O1CCOCC1.CCOC(C)=O. The product is [C:17]([NH:25][C:26](=[O:27])[NH:1][C:2]1[S:6][C:5]([C:7]([O:9][C:10]([CH3:12])([CH3:11])[CH3:13])=[O:8])=[C:4]([CH3:14])[C:3]=1[C:15]#[N:16])(=[O:24])[C:18]1[CH:23]=[CH:22][CH:21]=[CH:20][CH:19]=1. The yield is 0.840.